Dataset: hERG potassium channel inhibition data for cardiac toxicity prediction from Karim et al.. Task: Regression/Classification. Given a drug SMILES string, predict its toxicity properties. Task type varies by dataset: regression for continuous values (e.g., LD50, hERG inhibition percentage) or binary classification for toxic/non-toxic outcomes (e.g., AMES mutagenicity, cardiotoxicity, hepatotoxicity). Dataset: herg_karim. (1) The compound is O=c1n(Cc2ccc(Cl)cc2F)c2sc3c(c2c2ncnn12)CCN(CC1CCOCC1)C3. The result is 1 (blocker). (2) The compound is O=C(CNC(=O)c1cccc(C(F)(F)F)c1)NC1CN([C@H]2CC[C@H](c3ccc(N4CCCC4)cc3)CC2)C1. The result is 1 (blocker). (3) The molecule is COCCCc1cc(C)c(C)c(CN(C(=O)[C@H]2CNCC[C@@]23OCc2cc(F)c(F)cc23)C2CC2)c1. The result is 1 (blocker). (4) The compound is N#CC1(NC(=O)[C@@H]2CCCC[C@H]2C(=O)N2CCN(c3nc4cccnc4s3)CC2)CC1. The result is 0 (non-blocker). (5) The compound is CC(C)[C@H](CO)Nc1nc(Nc2cccc(Cl)c2)c2ncn(C(C)C)c2n1. The result is 0 (non-blocker). (6) The compound is COc1ccc(C#Cc2cccc(C#Cc3ccc(OC)cc3)[n+]2C)cc1. The result is 1 (blocker).